This data is from Catalyst prediction with 721,799 reactions and 888 catalyst types from USPTO. The task is: Predict which catalyst facilitates the given reaction. Reactant: [NH2:1][C:2]1[CH:7]=[CH:6][C:5]([CH3:8])=[CH:4][CH:3]=1.[F:9][C:10]1[CH:15]=[CH:14][C:13]([S:16](Cl)(=[O:18])=[O:17])=[CH:12][CH:11]=1. Product: [F:9][C:10]1[CH:15]=[CH:14][C:13]([S:16]([NH:1][C:2]2[CH:7]=[CH:6][C:5]([CH3:8])=[CH:4][CH:3]=2)(=[O:18])=[O:17])=[CH:12][CH:11]=1. The catalyst class is: 17.